Dataset: Catalyst prediction with 721,799 reactions and 888 catalyst types from USPTO. Task: Predict which catalyst facilitates the given reaction. (1) Product: [CH3:1][O:2][C:3]1[CH:4]=[CH:5][C:6]([CH2:7][N:8]2[C:12]3[N:13]([CH2:43][C:44]4[N:48]=[C:47]([CH3:49])[O:46][N:45]=4)[CH2:14][CH2:15][CH2:16][C:17](=[O:18])[C:11]=3[CH:10]=[N:9]2)=[CH:19][CH:20]=1. The catalyst class is: 1. Reactant: [CH3:1][O:2][C:3]1[CH:20]=[CH:19][C:6]([CH2:7][N:8]2[C:12]3[NH:13][CH2:14][CH2:15][CH2:16][C:17](=[O:18])[C:11]=3[CH:10]=[N:9]2)=[CH:5][CH:4]=1.C1OCCOCCOCCOCCOC1.CC([O-])(C)C.[Na+].Cl[CH2:43][C:44]1[N:48]=[C:47]([CH3:49])[O:46][N:45]=1. (2) Reactant: [NH2:1][C:2]1[C:3]([C:16]([NH2:18])=[O:17])=[N:4][N:5]([C:7]2[CH:12]=[CH:11][C:10]([Br:13])=[CH:9][C:8]=2[CH2:14][CH3:15])[CH:6]=1.C(O)(=O)C.O.[O-:24][C:25]#[N:26].[K+]. Product: [NH2:26][C:25]([NH:1][C:2]1[C:3]([C:16]([NH2:18])=[O:17])=[N:4][N:5]([C:7]2[CH:12]=[CH:11][C:10]([Br:13])=[CH:9][C:8]=2[CH2:14][CH3:15])[CH:6]=1)=[O:24]. The catalyst class is: 41. (3) Reactant: C(OC(=O)[NH:7][C@H:8]1[CH2:13][CH2:12][C@H:11]([C:14]([N:16]2[CH2:21][CH2:20][N:19]([CH:22]([CH3:24])[CH3:23])[CH2:18][CH2:17]2)=[O:15])[CH2:10][CH2:9]1)(C)(C)C.[ClH:26]. Product: [ClH:26].[ClH:26].[NH2:7][C@H:8]1[CH2:13][CH2:12][C@H:11]([C:14]([N:16]2[CH2:17][CH2:18][N:19]([CH:22]([CH3:24])[CH3:23])[CH2:20][CH2:21]2)=[O:15])[CH2:10][CH2:9]1. The catalyst class is: 12. (4) Reactant: [Br:1][C:2]1[CH:11]=[CH:10][CH:9]=[C:8]2[C:3]=1[CH:4]=[CH:5][C:6]([S:12]([OH:15])(=O)=[O:13])=[CH:7]2.CN(C=O)C.S(Cl)([Cl:23])=O. Product: [Br:1][C:2]1[CH:11]=[CH:10][CH:9]=[C:8]2[C:3]=1[CH:4]=[CH:5][C:6]([S:12]([Cl:23])(=[O:15])=[O:13])=[CH:7]2. The catalyst class is: 2. (5) Reactant: [S:1]1[CH:5]=[C:4]([C@H:6]([NH:18][C:19]2[CH:24]=[CH:23][CH:22]=[CH:21][CH:20]=2)[C:7]([O:9][C@@H:10]2[CH:15]3[CH2:16][CH2:17][N:12]([CH2:13][CH2:14]3)[CH2:11]2)=[O:8])[C:3]2[CH:25]=[CH:26][CH:27]=[CH:28][C:2]1=2.[Cl:29][CH2:30][C:31]([C:33]1[S:34][CH:35]=[CH:36][CH:37]=1)=[O:32].C(OCC)C. Product: [Cl-:29].[S:1]1[CH:5]=[C:4]([C@H:6]([NH:18][C:19]2[CH:24]=[CH:23][CH:22]=[CH:21][CH:20]=2)[C:7]([O:9][C@@H:10]2[CH:15]3[CH2:16][CH2:17][N+:12]([CH2:30][C:31](=[O:32])[C:33]4[S:34][CH:35]=[CH:36][CH:37]=4)([CH2:13][CH2:14]3)[CH2:11]2)=[O:8])[C:3]2[CH:25]=[CH:26][CH:27]=[CH:28][C:2]1=2. The catalyst class is: 13. (6) Reactant: Cl.[NH2:2][C@@H:3]1[CH2:8][CH2:7][C@H:6]([C:9]([NH:11][CH:12]([CH3:14])[CH3:13])=[O:10])[CH2:5][CH2:4]1.CCN(C(C)C)C(C)C.[Cl:24][C:25]1[CH:30]=[C:29](Cl)[C:28]([N+:32]([O-:34])=[O:33])=[CH:27][N:26]=1. Product: [Cl:24][C:25]1[CH:30]=[C:29]([NH:2][C@@H:3]2[CH2:4][CH2:5][C@H:6]([C:9]([NH:11][CH:12]([CH3:14])[CH3:13])=[O:10])[CH2:7][CH2:8]2)[C:28]([N+:32]([O-:34])=[O:33])=[CH:27][N:26]=1. The catalyst class is: 47. (7) Reactant: [CH:1]1([O:5][C:6]2[C:26]([CH3:27])=[CH:25][CH:24]=[CH:23][C:7]=2[C:8]([NH:10][C:11]2([C:20](O)=[O:21])[CH2:19][C:18]3[C:13](=[CH:14][CH:15]=[CH:16][CH:17]=3)[CH2:12]2)=[O:9])[CH2:4][CH2:3][CH2:2]1.[NH2:28][C:29]1[NH:33][N:32]=[N:31][N:30]=1.Cl.CN(C)CCCN=C=NCC.CO. Product: [NH:30]1[C:29]([NH:28][C:20]([C:11]2([NH:10][C:8](=[O:9])[C:7]3[CH:23]=[CH:24][CH:25]=[C:26]([CH3:27])[C:6]=3[O:5][CH:1]3[CH2:4][CH2:3][CH2:2]3)[CH2:19][C:18]3[C:13](=[CH:14][CH:15]=[CH:16][CH:17]=3)[CH2:12]2)=[O:21])=[N:33][N:32]=[N:31]1. The catalyst class is: 143. (8) Reactant: [CH3:1][C:2]1[N:3]=[C:4]([NH:7][C:8]2[CH:13]=[C:12]([O:14][C:15]3[CH:23]=[CH:22][CH:21]=[CH:20][C:16]=3[C:17]([OH:19])=O)[CH:11]=[CH:10][N:9]=2)[S:5][CH:6]=1.C(N(CC)CC)C.C([Cl:36])(=O)OCC.[CH3:37][NH:38][CH2:39][CH2:40][N:41]([CH3:43])[CH3:42]. Product: [ClH:36].[ClH:36].[CH3:42][N:41]([CH3:43])[CH2:40][CH2:39][N:38]([CH3:37])[C:17](=[O:19])[C:16]1[CH:20]=[CH:21][CH:22]=[CH:23][C:15]=1[O:14][C:12]1[CH:11]=[CH:10][N:9]=[C:8]([NH:7][C:4]2[S:5][CH:6]=[C:2]([CH3:1])[N:3]=2)[CH:13]=1. The catalyst class is: 1. (9) Reactant: COC(=O)[C@H:4]([CH2:6][CH2:7][CH2:8][CH:9]([C:11]([O:13][C:14](C)(C)C)=[O:12])[NH2:10])[NH2:5].C(Cl)Cl.[CH3:22][C:23]([O:26][C:27](O[C:27]([O:26][C:23]([CH3:25])([CH3:24])[CH3:22])=[O:28])=[O:28])([CH3:25])[CH3:24]. Product: [C:23]([O:26][C:27]([NH:10][C@H:9]([C:11]([O:13][CH3:14])=[O:12])[CH2:8][CH2:7][CH2:6][CH2:4][NH:5][C:27]([O:26][C:23]([CH3:25])([CH3:24])[CH3:22])=[O:28])=[O:28])([CH3:25])([CH3:24])[CH3:22]. The catalyst class is: 66. (10) Reactant: [Si:1]([O:8][CH2:9][CH2:10][N:11]1[C:15]2[CH:16]=[CH:17][CH:18]=[CH:19][C:14]=2[N:13]=[CH:12]1)([C:4]([CH3:7])([CH3:6])[CH3:5])([CH3:3])[CH3:2].[Li]CCCC.CCCCCC.CN([CH:34]=[O:35])C.C(O)(=O)C. Product: [Si:1]([O:8][CH2:9][CH2:10][N:11]1[C:15]2[CH:16]=[CH:17][CH:18]=[CH:19][C:14]=2[N:13]=[C:12]1[CH:34]=[O:35])([C:4]([CH3:7])([CH3:5])[CH3:6])([CH3:3])[CH3:2]. The catalyst class is: 1.